This data is from Catalyst prediction with 721,799 reactions and 888 catalyst types from USPTO. The task is: Predict which catalyst facilitates the given reaction. (1) Reactant: O=O.[CH3:3][O:4]/[C:5](=[CH:9]\[C:10]1[C:15]2[S:16][CH:17]=[CH:18][C:14]=2[C:13]([O:19][CH2:20][CH2:21][C:22]2[N:23]=[C:24]([C:28]3[CH:33]=[CH:32][CH:31]=[CH:30][CH:29]=3)[O:25][C:26]=2[CH3:27])=[CH:12][CH:11]=1)/[C:6]([OH:8])=[O:7].C1([C@@H](N)C)C=CC=CC=1.[H][H]. Product: [CH3:3][O:4][C@H:5]([CH2:9][C:10]1[C:15]2[S:16][CH:17]=[CH:18][C:14]=2[C:13]([O:19][CH2:20][CH2:21][C:22]2[N:23]=[C:24]([C:28]3[CH:33]=[CH:32][CH:31]=[CH:30][CH:29]=3)[O:25][C:26]=2[CH3:27])=[CH:12][CH:11]=1)[C:6]([OH:8])=[O:7]. The catalyst class is: 266. (2) Reactant: F[C:2]1[CH:7]=[C:6]([F:8])[CH:5]=[CH:4][C:3]=1[C:9]([C:12]1[CH:17]=[CH:16][CH:15]=[C:14]([O:18][CH3:19])[CH:13]=1)=[N:10][OH:11].CC(C)([O-])C.[K+].C(OCC)(=O)C.O. Product: [F:8][C:6]1[CH:5]=[CH:4][C:3]2[C:9]([C:12]3[CH:17]=[CH:16][CH:15]=[C:14]([O:18][CH3:19])[CH:13]=3)=[N:10][O:11][C:2]=2[CH:7]=1. The catalyst class is: 7. (3) Reactant: [NH2:1][C@H:2]1[CH2:7][CH2:6][CH2:5][CH2:4][C@@H:3]1[N:8]1[C:12]([C:13]2[CH:18]=[CH:17][CH:16]=[CH:15][CH:14]=2)=[C:11]([C:19]([O:21][CH2:22][CH3:23])=[O:20])[N:10]=[CH:9]1.Cl[C:25]([O:27][C:28]1[CH:33]=[CH:32][C:31]([N+]([O-])=O)=CC=1)=[O:26].C1(O)CCC1.[OH-].[Na+]. Product: [CH:28]1([O:27][C:25]([NH:1][C@H:2]2[CH2:7][CH2:6][CH2:5][CH2:4][C@@H:3]2[N:8]2[C:12]([C:13]3[CH:18]=[CH:17][CH:16]=[CH:15][CH:14]=3)=[C:11]([C:19]([O:21][CH2:22][CH3:23])=[O:20])[N:10]=[CH:9]2)=[O:26])[CH2:33][CH2:32][CH2:31]1. The catalyst class is: 251. (4) Reactant: F[C:2](F)(F)[C:3](O)=[O:4].FC(F)(F)C(O)=O.[NH2:15][CH2:16][C:17]1[C:22]([CH:23]2[N:28]3[C:29](=[O:42])[NH:30][C:31]4=[CH:32][CH:33]=[C:34]([C:35]5[C:36]([CH3:41])=[N:37][O:38][C:39]=5[CH3:40])[C:26](=[C:27]34)[O:25][CH2:24]2)=[CH:21][CH:20]=[CH:19][N:18]=1.C(N(CC)C(C)C)(C)C.C(Cl)(=O)C. Product: [CH3:41][C:36]1[C:35]([C:34]2[C:26]3[O:25][CH2:24][CH:23]([C:22]4[C:17]([CH2:16][NH:15][C:3](=[O:4])[CH3:2])=[N:18][CH:19]=[CH:20][CH:21]=4)[N:28]4[C:29](=[O:42])[NH:30][C:31]([C:27]=34)=[CH:32][CH:33]=2)=[C:39]([CH3:40])[O:38][N:37]=1. The catalyst class is: 2. (5) Reactant: [C:1]([O:5][C:6](=[O:44])/[CH:7]=[CH:8]/[C:9]1[C:14](=[O:15])[N:13]2[CH:16]=[CH:17][C:18]([C:20]([NH:22][C:23]3[S:24][CH:25]=[C:26]([C:28]([CH3:31])([CH3:30])[CH3:29])[N:27]=3)=[O:21])=[CH:19][C:12]2=[N:11][C:10]=1[N:32]1[CH2:37][CH2:36][CH:35]([CH2:38][C:39]([O:41]CC)=[O:40])[CH2:34][CH2:33]1)([CH3:4])([CH3:3])[CH3:2].[OH-].[Na+].Cl. Product: [C:1]([O:5][C:6](=[O:44])/[CH:7]=[CH:8]/[C:9]1[C:14](=[O:15])[N:13]2[CH:16]=[CH:17][C:18]([C:20]([NH:22][C:23]3[S:24][CH:25]=[C:26]([C:28]([CH3:31])([CH3:30])[CH3:29])[N:27]=3)=[O:21])=[CH:19][C:12]2=[N:11][C:10]=1[N:32]1[CH2:33][CH2:34][CH:35]([CH2:38][C:39]([OH:41])=[O:40])[CH2:36][CH2:37]1)([CH3:2])([CH3:3])[CH3:4]. The catalyst class is: 334. (6) Reactant: [C:1]([O:5][C:6]([N:8]1[CH:13]([CH2:14][CH3:15])[CH2:12][CH:11]([NH:16][C:17]2[N:22]=[CH:21][C:20]([OH:23])=[CH:19][N:18]=2)[CH2:10][CH:9]1[CH2:24][CH3:25])=[O:7])([CH3:4])([CH3:3])C.C(=O)([O-])[O-].[K+].[K+].[CH2:32](N)[C:33]1[CH:38]=[CH:37][CH:36]=[CH:35][CH:34]=1.O. Product: [CH:1]([O:5][C:6]([N:8]1[CH:13]([CH2:14][CH3:15])[CH2:12][CH:11]([NH:16][C:17]2[N:18]=[CH:19][C:20]([O:23][CH2:32][C:33]3[CH:38]=[CH:37][CH:36]=[CH:35][CH:34]=3)=[CH:21][N:22]=2)[CH2:10][CH:9]1[CH2:24][CH3:25])=[O:7])([CH3:3])[CH3:4]. The catalyst class is: 3. (7) Reactant: [C:1]([C:5]1[CH:9]=[C:8]([NH2:10])[N:7]([C:11]2[CH:12]=[C:13](NC(=O)OC(C)(C)C)[CH:14]=[CH:15][CH:16]=2)[N:6]=1)([CH3:4])([CH3:3])[CH3:2].[CH:25]([NH2:27])=[O:26].C[O-].[Na+]. Product: [NH2:10][C:8]1[N:7]([C:11]2[CH:12]=[C:13]([CH:14]=[CH:15][CH:16]=2)[C:25]([NH2:27])=[O:26])[N:6]=[C:5]([C:1]([CH3:2])([CH3:3])[CH3:4])[CH:9]=1. The catalyst class is: 3.